From a dataset of Reaction yield outcomes from USPTO patents with 853,638 reactions. Predict the reaction yield, written as a fraction of the theoretical maximum amount of product (1.0 means a 100% yield; for example, 0.34 means a 34% yield). (1) The reactants are [CH3:1][C:2]1[CH:7]=[C:6]([C:8]([OH:10])=[O:9])[CH:5]=[CH:4][C:3]=1[C:11]1[C:12]([C:17](O)=[O:18])=[CH:13][CH:14]=[CH:15][CH:16]=1. The catalyst is O. The product is [CH3:1][C:2]1[C:3]2[C:11]3[C:12](=[CH:13][CH:14]=[CH:15][CH:16]=3)[C:17](=[O:18])[C:4]=2[CH:5]=[C:6]([C:8]([OH:10])=[O:9])[CH:7]=1. The yield is 0.970. (2) The reactants are [CH:1]([C:4]1[C:5]([O:28][CH2:29][O:30][CH3:31])=[CH:6][C:7]([O:24][CH2:25][O:26][CH3:27])=[C:8]([C:10]2[N:11]([C:16]3[CH:21]=[CH:20][C:19]([O:22][CH3:23])=[CH:18][CH:17]=3)[C:12](=[S:15])[NH:13][N:14]=2)[CH:9]=1)([CH3:3])[CH3:2].C(=O)([O-])[O-].[K+].[K+].Cl.[CH3:39][N:40]([CH3:45])[CH2:41][CH2:42][CH2:43]Cl.[Cl-].[Na+]. The catalyst is CN(C)C=O. The product is [CH:1]([C:4]1[C:5]([O:28][CH2:29][O:30][CH3:31])=[CH:6][C:7]([O:24][CH2:25][O:26][CH3:27])=[C:8]([C:10]2[N:11]([C:16]3[CH:17]=[CH:18][C:19]([O:22][CH3:23])=[CH:20][CH:21]=3)[C:12]([S:15][CH2:43][CH2:42][CH2:41][N:40]([CH3:45])[CH3:39])=[N:13][N:14]=2)[CH:9]=1)([CH3:3])[CH3:2]. The yield is 0.610. (3) The reactants are [NH2:1][S:2]([C:5]1[CH:10]=[CH:9][C:8]([C:11]2[N:12]([CH2:19][C:20]3[CH:25]=[CH:24][CH:23]=[CH:22][C:21]=3[F:26])[CH:13]=[C:14]([C:16]([OH:18])=[O:17])[N:15]=2)=[CH:7][CH:6]=1)(=[O:4])=[O:3].[CH2:27](O)[CH3:28]. No catalyst specified. The product is [NH2:1][S:2]([C:5]1[CH:10]=[CH:9][C:8]([C:11]2[N:12]([CH2:19][C:20]3[CH:25]=[CH:24][CH:23]=[CH:22][C:21]=3[F:26])[CH:13]=[C:14]([C:16]([O:18][CH2:27][CH3:28])=[O:17])[N:15]=2)=[CH:7][CH:6]=1)(=[O:4])=[O:3]. The yield is 0.300. (4) The reactants are [NH2:1][C:2]1[CH:7]=[CH:6][C:5]([C:8]2[CH:13]=[CH:12][N:11]=[C:10]([NH:14][C:15]3[CH:20]=[CH:19][C:18]([N:21]4[CH2:26][CH2:25][O:24][CH2:23][CH2:22]4)=[CH:17][CH:16]=3)[N:9]=2)=[CH:4][CH:3]=1.CCN(C(C)C)C(C)C.C([O:39][C:40]([CH3:45])([CH3:44])[C:41](Cl)=[O:42])(=O)C.O[Li].O. The catalyst is CC(N(C)C)=O.O.CCOC(C)=O. The product is [OH:39][C:40]([CH3:45])([CH3:44])[C:41]([NH:1][C:2]1[CH:7]=[CH:6][C:5]([C:8]2[CH:13]=[CH:12][N:11]=[C:10]([NH:14][C:15]3[CH:16]=[CH:17][C:18]([N:21]4[CH2:22][CH2:23][O:24][CH2:25][CH2:26]4)=[CH:19][CH:20]=3)[N:9]=2)=[CH:4][CH:3]=1)=[O:42]. The yield is 0.850. (5) The reactants are S(=O)(=O)(O)O.[CH2:6]([C:8]1[C:13]([CH3:14])=[CH:12][C:11]([NH:15][C:16](=[O:18])[CH3:17])=[CH:10][CH:9]=1)[CH3:7].[N+:19]([O-])([OH:21])=[O:20]. No catalyst specified. The product is [CH2:6]([C:8]1[C:13]([CH3:14])=[CH:12][C:11]([NH:15][C:16](=[O:18])[CH3:17])=[C:10]([N+:19]([O-:21])=[O:20])[CH:9]=1)[CH3:7]. The yield is 0.600. (6) The yield is 0.950. The reactants are [CH:1]1([O:6][C:7]([NH:9][C:10]2[CH:11]=[C:12]3[C:16](=[CH:17][CH:18]=2)[N:15]([CH3:19])[CH:14]=[C:13]3[CH2:20][C:21]2[CH:30]=[CH:29][C:24]([C:25]([O:27]C)=[O:26])=[CH:23][C:22]=2[O:31][CH3:32])=[O:8])[CH2:5][CH2:4][CH2:3][CH2:2]1.[OH-].[Na+:34].O1CCOCC1.CO. The catalyst is O. The product is [CH:1]1([O:6][C:7]([NH:9][C:10]2[CH:11]=[C:12]3[C:16](=[CH:17][CH:18]=2)[N:15]([CH3:19])[CH:14]=[C:13]3[CH2:20][C:21]2[CH:30]=[CH:29][C:24]([C:25]([O-:27])=[O:26])=[CH:23][C:22]=2[O:31][CH3:32])=[O:8])[CH2:2][CH2:3][CH2:4][CH2:5]1.[Na+:34]. (7) The catalyst is [F-].[K+]. The reactants are Br[C:2]1[C:7]2[O:8][CH2:9][CH2:10][O:11][C:6]=2[CH:5]=[C:4]([CH:12]=[O:13])[CH:3]=1.[CH3:14]N(C=O)C. The product is [CH3:14][C:2]1[C:7]2[O:8][CH2:9][CH2:10][O:11][C:6]=2[CH:5]=[C:4]([CH:12]=[O:13])[CH:3]=1. The yield is 0.830. (8) The reactants are [Cl:1][C:2]1[C:3]([O:12][C:13]2[CH:18]=[C:17]([O:19][CH2:20][CH2:21][O:22][CH3:23])[CH:16]=[CH:15][C:14]=2[CH2:24][CH2:25][CH2:26][OH:27])=[N:4][CH:5]=[C:6]([C:8]([F:11])([F:10])[F:9])[CH:7]=1.C(N(CC)C(C)C)(C)C.[C:37]1([CH3:49])[CH:42]=[CH:41][C:40]([S:43]([N:46]=[C:47]=[O:48])(=[O:45])=[O:44])=[CH:39][CH:38]=1.Cl.C(OC(=O)C)(=O)C.C(=O)([O-])O.[Na+]. The product is [OH2:12].[CH3:49][C:37]1[CH:42]=[CH:41][C:40]([S:43]([NH:46][C:47](=[O:48])[O:27][CH2:26][CH2:25][CH2:24][C:14]2[CH:15]=[CH:16][C:17]([O:19][CH2:20][CH2:21][O:22][CH3:23])=[CH:18][C:13]=2[O:12][C:3]2[C:2]([Cl:1])=[CH:7][C:6]([C:8]([F:9])([F:11])[F:10])=[CH:5][N:4]=2)(=[O:45])=[O:44])=[CH:39][CH:38]=1. The catalyst is C(#N)C.C(OCC)(=O)C.N1C=CC=CC=1. The yield is 0.180.